From a dataset of Reaction yield outcomes from USPTO patents with 853,638 reactions. Predict the reaction yield, written as a fraction of the theoretical maximum amount of product (1.0 means a 100% yield; for example, 0.34 means a 34% yield). (1) The reactants are [CH3:1][C:2]1[O:6][N:5]=[C:4]([C:7]2[CH:12]=[CH:11][CH:10]=[CH:9][CH:8]=2)[C:3]=1[CH2:13][O:14][C:15]1[CH:23]=[CH:22][C:18]([C:19]([OH:21])=O)=[CH:17][N:16]=1.[NH2:24][CH2:25][CH2:26][CH2:27][OH:28]. No catalyst specified. The product is [OH:28][CH2:27][CH2:26][CH2:25][NH:24][C:19](=[O:21])[C:18]1[CH:22]=[CH:23][C:15]([O:14][CH2:13][C:3]2[C:4]([C:7]3[CH:8]=[CH:9][CH:10]=[CH:11][CH:12]=3)=[N:5][O:6][C:2]=2[CH3:1])=[N:16][CH:17]=1. The yield is 0.840. (2) The reactants are [C:1]([C:3]1[CH:33]=[C:32]([F:34])[CH:31]=[CH:30][C:4]=1[CH2:5][NH:6][C:7]([C:9]1[N:10]=[C:11]2[N:16]([C:17](=[O:27])[C:18]=1[O:19][CH2:20][C:21]1[CH:26]=[CH:25][CH:24]=[CH:23][CH:22]=1)[CH2:15][CH2:14][O:13][C:12]2([CH3:29])[CH3:28])=[O:8])#[CH:2].[N+:35]([CH3:38])([O-])=[O:36].[Cl-].[CH3:40]OC1N=C(OC)N=C([N+]2(C)CCOCC2)N=1. The catalyst is CS(C)=O.CN(C)C1C=CN=CC=1.C(OCC)(=O)C. The product is [F:34][C:32]1[CH:31]=[CH:30][C:4]([CH2:5][NH:6][C:7]([C:9]2[N:10]=[C:11]3[N:16]([C:17](=[O:27])[C:18]=2[O:19][CH2:20][C:21]2[CH:26]=[CH:25][CH:24]=[CH:23][CH:22]=2)[CH2:15][CH2:14][O:13][C:12]3([CH3:29])[CH3:28])=[O:8])=[C:3]([C:1]2[O:36][N:35]=[C:38]([CH3:40])[CH:2]=2)[CH:33]=1. The yield is 0.730. (3) The reactants are [CH:1]([N:3]([CH2:12][C@@H:13]([CH2:34][CH2:35][CH2:36][CH3:37])[C:14]([N:16]1[C@H:20]([C:21](O)=[O:22])[CH2:19][CH2:18][N:17]1[C:24]([O:26][CH2:27][C:28]1[CH:33]=[CH:32][CH:31]=[CH:30][CH:29]=1)=[O:25])=[O:15])[O:4][CH2:5][C:6]1[CH:11]=[CH:10][CH:9]=[CH:8][CH:7]=1)=[O:2].ClC1C=C(Cl)C=C(Cl)C=1C(Cl)=O.CCN(C(C)C)C(C)C.[F:59][C:60]1[CH:61]=[CH:62][C:63]([NH2:66])=[N:64][CH:65]=1. The catalyst is C1COCC1.CN(C1C=CN=CC=1)C.CCOC(C)=O. The product is [F:59][C:60]1[CH:61]=[CH:62][C:63]([NH:66][C:21]([C@@H:20]2[CH2:19][CH2:18][N:17]([C:24]([O:26][CH2:27][C:28]3[CH:33]=[CH:32][CH:31]=[CH:30][CH:29]=3)=[O:25])[N:16]2[C:14](=[O:15])[C@@H:13]([CH2:12][N:3]([CH:1]=[O:2])[O:4][CH2:5][C:6]2[CH:11]=[CH:10][CH:9]=[CH:8][CH:7]=2)[CH2:34][CH2:35][CH2:36][CH3:37])=[O:22])=[N:64][CH:65]=1. The yield is 0.190. (4) The reactants are [CH2:1]([O:3][C:4]([C:6]1([NH:18][C:19]([O:21][C:22]([CH3:25])([CH3:24])[CH3:23])=[O:20])[CH2:11][CH:10]([OH:12])[CH:9]2[CH:7]1[CH:8]2[C:13]([O:15][CH2:16][CH3:17])=[O:14])=[O:5])[CH3:2].[F:26][C:27]1[CH:32]=[CH:31][CH:30]=[CH:29][C:28]=1[N:33]=[C:34]=[O:35]. The catalyst is C1(C)C=CC=CC=1. The product is [CH2:1]([O:3][C:4]([C:6]1([NH:18][C:19]([O:21][C:22]([CH3:23])([CH3:25])[CH3:24])=[O:20])[CH2:11][CH:10]([O:12][C:34](=[O:35])[NH:33][C:28]2[CH:29]=[CH:30][CH:31]=[CH:32][C:27]=2[F:26])[CH:9]2[CH:7]1[CH:8]2[C:13]([O:15][CH2:16][CH3:17])=[O:14])=[O:5])[CH3:2]. The yield is 0.940. (5) The reactants are C[O:2][C:3](=O)[C:4]1[CH:9]=[CH:8][C:7]([C:10]2[N:18]=[CH:17][N:16]=[C:15]3[C:11]=2[N:12]=[CH:13][N:14]3[C:19]2[CH:24]=[C:23]([C:25](=[O:30])[NH:26][CH:27]3[CH2:29][CH2:28]3)[CH:22]=[CH:21][C:20]=2[CH3:31])=[CH:6][CH:5]=1.O.[NH2:34][NH2:35]. The catalyst is CO. The product is [CH:27]1([NH:26][C:25](=[O:30])[C:23]2[CH:22]=[CH:21][C:20]([CH3:31])=[C:19]([N:14]3[CH:13]=[N:12][C:11]4[C:15]3=[N:16][CH:17]=[N:18][C:10]=4[C:7]3[CH:8]=[CH:9][C:4]([C:3]([NH:34][NH2:35])=[O:2])=[CH:5][CH:6]=3)[CH:24]=2)[CH2:29][CH2:28]1. The yield is 0.720. (6) The reactants are [N:1]1([CH2:10][C:11]([OH:13])=O)[C:5]2[CH:6]=[CH:7][CH:8]=[CH:9][C:4]=2[N:3]=[CH:2]1.S(Cl)(Cl)=O.[NH2:18][C:19]1[S:20][CH:21]=[C:22]([C:24]2[CH:29]=[CH:28][C:27]([Cl:30])=[CH:26][CH:25]=2)[N:23]=1.N1C=CC=CC=1. The catalyst is CN(C)C=O. The product is [N:1]1([CH2:10][C:11]([NH:18][C:19]2[S:20][CH:21]=[C:22]([C:24]3[CH:25]=[CH:26][C:27]([Cl:30])=[CH:28][CH:29]=3)[N:23]=2)=[O:13])[C:5]2[CH:6]=[CH:7][CH:8]=[CH:9][C:4]=2[N:3]=[CH:2]1. The yield is 0.0450. (7) No catalyst specified. The reactants are [F:1][C:2]1[CH:3]=[C:4]([F:13])[C:5]2[O:10][CH2:9][C:8](=[O:11])[NH:7][C:6]=2[CH:12]=1.C([O-])([O-])=O.[Cs+].[Cs+].[Cl:20][CH2:21][CH2:22][CH2:23]I. The product is [Cl:20][CH2:21][CH2:22][CH2:23][N:7]1[C:6]2[CH:12]=[C:2]([F:1])[CH:3]=[C:4]([F:13])[C:5]=2[O:10][CH2:9][C:8]1=[O:11]. The yield is 0.390. (8) The reactants are Br[C:2]1[S:3][C:4]([C:8]2[N:12]3[N:13]=[C:14]([CH3:22])[CH:15]=[C:16]([CH:17]([CH2:20][CH3:21])[CH2:18][CH3:19])[C:11]3=[N:10][C:9]=2[CH3:23])=[C:5]([Br:7])[N:6]=1.[Li]CCCC.O. The catalyst is C1COCC1. The product is [Br:7][C:5]1[N:6]=[CH:2][S:3][C:4]=1[C:8]1[N:12]2[N:13]=[C:14]([CH3:22])[CH:15]=[C:16]([CH:17]([CH2:18][CH3:19])[CH2:20][CH3:21])[C:11]2=[N:10][C:9]=1[CH3:23]. The yield is 0.820.